This data is from Antibody developability classification from SAbDab with 2,409 antibodies. The task is: Regression/Classification. Given an antibody's heavy chain and light chain sequences, predict its developability. TAP uses regression for 5 developability metrics; SAbDab uses binary classification. (1) The antibody is ['2dqi', 'DIVLTQSPATLSVTPGNSVSLSCRASQSIGDNLHWYQQKSHESPRLLIKYASQSISGIPSRFSGSGSGTDFTLSINSVETEDFGMYFCQQSNSWPYTFGGGTKLEIK']. Result: 0 (not developable). (2) The antibody is ['EIQLQQSGPELVKPGASVKVSCKASGYAFTSQNIYWVKQSHGKSLEWIGYIEPYNVVPMYNPKFKGKATLTVDKSSSSAYIHLNSLTSEDSAIYYCARSGSSNFDYWGQGTTLTVSS', 'EIILTQSPTTMAASPGEKITITCSASSSISSHYLHWYQQKSGFSPKLLIYRTSNLASGVPARFSGSGSGTSYSLTIGTMEAEDVATYYCQQGSSLPLTFGAGTKLEIK']. Result: 0 (not developable). (3) Result: 0 (not developable). The antibody is ['EVQLVESGGGLVKPGGSLRLSCAASGFTFTNAWLDWVRQAPGKGLEWVGRIKSKTDGGTTDHAAPVKGRFTISRDDSKNTVYLQMNSLKIEDTAVYYCTTGVETYDFWSGYDDHYYDYYFKDVWGKGTTVTVSS', 'EIVLTQSPGTLSLSPGERATLSCRASQSVSNNYLAWYQQKPGQAPRLLIYGASSRATGIPDRFSGSGSGTDFTLTISRLEPEDFAVYYCQQSARSFTFGPGTKVDIK']. (4) The antibody is ['QVQLQESGPSLVKPSQTLSLTCTVSGLSLSDHNVGWIRQAPGKALEWLGVIYKEGDKDYNPALKSRLSITKDNSKSQVSLSLSSVTTEDTATYYCATLGCYFVEGVGYDCTYGLQHTTFHDAWGQGLLVTVSS', 'QAVLTQPPSVSGSLGQRVSITCSGSSSNIGRWGVNWYQQVPGSGLRTIIYYESSRPSGVPDRFSGSKSGNTATLTISSLQAEDEADYFCATGDYNIAVFGSGTTLIVM']. Result: 0 (not developable). (5) Result: 1 (developable). The antibody is ['DVKLVESGGGLVKPGGSLKLSCAASGFTFSSYTMSWVRQTPEKRLEWVATISSGGSYTYYPDSVKGRFTISRDNAKNTLYLQMSSLKSEDTAMYYCTRDGNDYDYWGQGTTLTVSS', 'DIQMTQTTSSLSASLGDRVTISCRASQDISNYLNWYQQKPDGTVKLLIYYTSRLHSGVPSRFSGSGSGTDYSLTISNLEQEDIATYFCQQGNTLPRTFGGGTKLEIK']. (6) The antibody is ['QVQLQESGPGLVRPSQTLSLTCTVSGFSLTGYGVNWVRQPPGRGLEWIGMIWGDGNTDYNSALKSRVTMLKDTSKNQFSLRLSSVTAADTAVYYCARERDYRLDYWGQGSLVTVSS', 'DIQMTQSPSSLSASVGDRVTITCRASGNIHNYLAWYQQKPGKAPKLLIYYTTTLADGVPSRFSGSGSGTDYTFTISSLQPEDIATYYCQHFWSTPRTFGQGTKVEIK']. Result: 0 (not developable). (7) The antibody is ['DVQLVESGGGVVRPGESLTLSCTASGFTFTSSTMNWVRQAPGEGLDWVSSISTSGVITYYADSVKGRATISRDNSKNTLYLRLFSLRADDTAIYYCATDTFDHWGPGTLVTVSS', 'ALTQPASVSANPGETVKITCFGSSGNYGWFQQKSPGSAPVTVIHYNNKRPSDIPSRFSGSKSGSTGTLTITGVRAEDEAVYFCGAWETGSATFGAGTTLTVL']. Result: 0 (not developable). (8) The antibody is ['QVKLQESGPAVIKPSQSLSLTCIVSGFSITRTNYCWHWIRQAPGKGLEWMGRICYEGSIYYSPSIKSRSTISRDTSLNKFFIQLISVTNEDTAMYYCSRENHMYETYFDVWGQGTTVTVSS', 'DIVMTQSPASLVVSLGQRATISCRASESVDSYGKSFMHWYQQKPGQPPKVLIYIASNLESGVPARFSGSGSRTDFTLTIDPVEADDAATYYCQQNNEDPPTFGAGTKLEMR']. Result: 0 (not developable). (9) The antibody is ['QVQLQQSGDDLVKPGASVKLSCKASGYTFTTYYINWMRQRPGQGLEWIGRIAPASGTTYSSEMFKDKATLTVDTSSNTAYIQLSSLSSEDSAVYFCARADYGFNSGEAMDYWGQGTSVTVSS', 'DIVLTQSPASLAVSLGQRATISCKASQSVDFDGDSYMNWYQQKPGQPPKLLIFAASNLASGIPARLSGSGSGTDFTLNIQPVEEEDAATYYCQQSNEDPYTFGGGTKLEIK']. Result: 0 (not developable).